This data is from Reaction yield outcomes from USPTO patents with 853,638 reactions. The task is: Predict the reaction yield, written as a fraction of the theoretical maximum amount of product (1.0 means a 100% yield; for example, 0.34 means a 34% yield). (1) The reactants are [Br:1][C:2]1[CH:10]=[CH:9][C:5]([C:6](O)=[O:7])=[C:4]([Cl:11])[CH:3]=1.B.C1COCC1.C([O-])([O-])=O.[K+].[K+].O. The catalyst is C1COCC1. The product is [Br:1][C:2]1[CH:10]=[CH:9][C:5]([CH2:6][OH:7])=[C:4]([Cl:11])[CH:3]=1. The yield is 0.500. (2) The yield is 0.940. The product is [Br:1][C:2]1[CH:11]=[CH:10][C:9]([O:12][CH3:13])=[C:8]2[C:3]=1[CH2:4][C@H:5]([CH:21]=[O:22])[N:6]([C:14]([O:16][C:17]([CH3:18])([CH3:20])[CH3:19])=[O:15])[CH2:7]2. The catalyst is CS(C)=O. The reactants are [Br:1][C:2]1[CH:11]=[CH:10][C:9]([O:12][CH3:13])=[C:8]2[C:3]=1[CH2:4][C@H:5]([CH2:21][OH:22])[N:6]([C:14]([O:16][C:17]([CH3:20])([CH3:19])[CH3:18])=[O:15])[CH2:7]2.C(N(CC)CC)C.